This data is from Reaction yield outcomes from USPTO patents with 853,638 reactions. The task is: Predict the reaction yield, written as a fraction of the theoretical maximum amount of product (1.0 means a 100% yield; for example, 0.34 means a 34% yield). (1) The reactants are [N:1]1([C:7]([O:9][C:10]([CH3:13])([CH3:12])[CH3:11])=[O:8])[CH2:6][CH2:5][NH:4][CH2:3][CH2:2]1.Br[CH2:15][CH2:16][CH2:17][OH:18].C(=O)([O-])[O-].[K+].[K+].CO. The catalyst is C(#N)C.ClCCl. The product is [OH:18][CH2:17][CH2:16][CH2:15][N:4]1[CH2:5][CH2:6][N:1]([C:7]([O:9][C:10]([CH3:13])([CH3:12])[CH3:11])=[O:8])[CH2:2][CH2:3]1. The yield is 0.800. (2) The reactants are [NH2:1][C:2]1[N:6]([CH3:7])[C:5](=[O:8])[C:4]([C:21]2[CH:26]=[CH:25][C:24]([F:27])=[C:23](Br)[CH:22]=2)([C:9]2[CH:14]=[CH:13][CH:12]=[C:11]([S:15]([F:20])([F:19])([F:18])([F:17])[F:16])[CH:10]=2)[N:3]=1.[F:29][C:30]1[CH:31]=[N:32][CH:33]=[C:34](B2OC(C)(C)C(C)(C)O2)[CH:35]=1. No catalyst specified. The product is [NH2:1][C:2]1[N:6]([CH3:7])[C:5](=[O:8])[C:4]([C:21]2[CH:26]=[CH:25][C:24]([F:27])=[C:23]([C:34]3[CH:33]=[N:32][CH:31]=[C:30]([F:29])[CH:35]=3)[CH:22]=2)([C:9]2[CH:14]=[CH:13][CH:12]=[C:11]([S:15]([F:20])([F:19])([F:18])([F:17])[F:16])[CH:10]=2)[N:3]=1. The yield is 0.540. (3) The reactants are CCN=C=NCCCN(C)C.ClC1SC2NC(C(NC3CC4C(=CC=CC=4)N(CC(O)CO)C3=O)=O)=CC=2C=1.[Cl:40][C:41]1[S:70][C:44]2[NH:45][C:46]([C:48]([NH:50][CH:51]3[CH2:60][C:59]4[C:54](=[CH:55][CH:56]=[CH:57][CH:58]=4)[N:53]([CH2:61][C@@H:62]4CO[C:64](C)(C)[O:63]4)[C:52]3=[O:69])=[O:49])=[CH:47][C:43]=2[CH:42]=1. The catalyst is C(Cl)Cl. The product is [Cl:40][C:41]1[S:70][C:44]2[NH:45][C:46]([C:48]([NH:50][CH:51]3[CH2:60][C:59]4[C:54](=[CH:55][CH:56]=[CH:57][CH:58]=4)[N:53]([CH2:61][CH2:62][O:63][CH3:64])[C:52]3=[O:69])=[O:49])=[CH:47][C:43]=2[CH:42]=1. The yield is 0.420. (4) The product is [NH2:5][C@@H:6]1[CH2:11][CH2:10][CH2:9][C@H:8]([C:12]([O:14][CH3:15])=[O:13])[CH2:7]1. The yield is 0.909. No catalyst specified. The reactants are S(Cl)(Cl)=O.[NH2:5][C@@H:6]1[CH2:11][CH2:10][CH2:9][C@H:8]([C:12]([OH:14])=[O:13])[CH2:7]1.[CH3:15]O. (5) The reactants are [F:1][C:2]1[CH:7]=[CH:6][CH:5]=[C:4]([F:8])[C:3]=1[C:9]1[O:10][C:11]([C:17]2[CH:22]=[CH:21][C:20]([OH:23])=[CH:19][CH:18]=2)=[C:12]([C:14]([NH2:16])=[O:15])[N:13]=1.C(=O)([O-])[O-].[K+].[K+].[Cl:30][CH2:31][CH2:32]Cl. The catalyst is CN(C=O)C.CCOC(C)=O. The product is [Cl:30][CH2:31][CH2:32][O:23][C:20]1[CH:19]=[CH:18][C:17]([C:11]2[O:10][C:9]([C:3]3[C:4]([F:8])=[CH:5][CH:6]=[CH:7][C:2]=3[F:1])=[N:13][C:12]=2[C:14]([NH2:16])=[O:15])=[CH:22][CH:21]=1. The yield is 0.920.